From a dataset of Reaction yield outcomes from USPTO patents with 853,638 reactions. Predict the reaction yield, written as a fraction of the theoretical maximum amount of product (1.0 means a 100% yield; for example, 0.34 means a 34% yield). (1) The reactants are [Cl:1][C:2]1[C:3]([N+]([O-])=O)=[C:4]([C:8]2[N:12]([CH2:13][CH:14]([OH:19])[C:15]([CH3:18])([CH3:17])[CH3:16])[C:11]3[CH:20]=[CH:21][CH:22]=[C:23]([CH3:24])[C:10]=3[N:9]=2)[CH:5]=[CH:6][CH:7]=1.[H-].[Na+]. The catalyst is CN(C=O)C. The product is [C:15]([CH:14]1[CH2:13][N:12]2[C:8](=[N:9][C:10]3[C:23]([CH3:24])=[CH:22][CH:21]=[CH:20][C:11]=32)[C:4]2[CH:5]=[CH:6][CH:7]=[C:2]([Cl:1])[C:3]=2[O:19]1)([CH3:18])([CH3:17])[CH3:16]. The yield is 0.800. (2) The reactants are [C:1]1([CH3:9])[CH:6]=[CH:5][C:4]([CH:7]=O)=[CH:3][CH:2]=1.[CH2:10]([O:12][C:13](=[O:18])[CH2:14]C(O)=O)[CH3:11].N1CCCCC1. The catalyst is N1C=CC=CC=1. The product is [CH2:10]([O:12][C:13](=[O:18])[CH:14]=[CH:7][C:4]1[CH:5]=[CH:6][C:1]([CH3:9])=[CH:2][CH:3]=1)[CH3:11]. The yield is 0.790. (3) The reactants are [CH3:1][C:2]1[CH:3]=[C:4]([CH:7]=[CH:8][C:9]=1[O:10][CH2:11][CH2:12][CH2:13][N:14]1[CH2:19][CH2:18][N:17]([CH3:20])[CH2:16][CH2:15]1)[CH:5]=O.[C:21]([C:25]1[CH:26]=[C:27]([NH2:32])[C:28]([NH2:31])=[CH:29][CH:30]=1)([CH3:24])([CH3:23])[CH3:22]. No catalyst specified. The product is [C:21]([C:25]1[CH:30]=[CH:29][C:28]2[NH:31][C:5]([C:4]3[CH:7]=[CH:8][C:9]([O:10][CH2:11][CH2:12][CH2:13][N:14]4[CH2:19][CH2:18][N:17]([CH3:20])[CH2:16][CH2:15]4)=[C:2]([CH3:1])[CH:3]=3)=[N:32][C:27]=2[CH:26]=1)([CH3:24])([CH3:22])[CH3:23]. The yield is 0.810. (4) The reactants are [C:1]1([SiH:7]([C:14]2[CH:19]=[CH:18][CH:17]=[CH:16][CH:15]=2)[C:8]2[CH:13]=[CH:12][CH:11]=[CH:10][CH:9]=2)[CH:6]=[CH:5][CH:4]=[CH:3][CH:2]=1.[C:20]([O:23][CH2:24][CH:25]=[CH2:26])(=[O:22])[CH3:21]. The catalyst is [H+].[H+].Cl[Pt-2](Cl)(Cl)(Cl)(Cl)Cl.C(O)C. The product is [C:20]([O:23][CH2:24][CH2:25][CH2:26][Si:7]([C:1]1[CH:2]=[CH:3][CH:4]=[CH:5][CH:6]=1)([C:8]1[CH:13]=[CH:12][CH:11]=[CH:10][CH:9]=1)[C:14]1[CH:15]=[CH:16][CH:17]=[CH:18][CH:19]=1)(=[O:22])[CH3:21]. The yield is 0.801. (5) The reactants are [C:1]([C:5]1[N:6]=[C:7]([NH:10][C:11]([C:13]2[CH:36]=[CH:35][N:16]3[C:17](=[O:34])[C:18]([CH:32]=O)=[C:19]([N:21]4[CH2:26][CH2:25][CH2:24][CH:23]([C:27]([N:29]([CH3:31])[CH3:30])=[O:28])[CH2:22]4)[N:20]=[C:15]3[CH:14]=2)=[O:12])[S:8][CH:9]=1)([CH3:4])([CH3:3])[CH3:2].[Cl-].[Li+].FC(F)(F)COP([CH2:51][C:52]([O:54][CH3:55])=[O:53])(=O)OCC(F)(F)F.N12CCCN=C1CCCCC2. The catalyst is O1CCCC1. The product is [C:1]([C:5]1[N:6]=[C:7]([NH:10][C:11]([C:13]2[CH:36]=[CH:35][N:16]3[C:17](=[O:34])[C:18](/[CH:32]=[CH:51]/[C:52]([O:54][CH3:55])=[O:53])=[C:19]([N:21]4[CH2:26][CH2:25][CH2:24][CH:23]([C:27]([N:29]([CH3:30])[CH3:31])=[O:28])[CH2:22]4)[N:20]=[C:15]3[CH:14]=2)=[O:12])[S:8][CH:9]=1)([CH3:4])([CH3:2])[CH3:3]. The yield is 0.682. (6) The reactants are [C:1]([C:5]1[CH:23]=[C:8]2[N:9]=[C:10]([CH3:22])[C:11]([CH:14]([CH2:19][CH2:20][CH3:21])[C:15]([O:17][CH3:18])=[O:16])=[C:12](Cl)[N:7]2[N:6]=1)([CH3:4])([CH3:3])[CH3:2].[CH3:24][N:25]1[C:33]2[C:28](=[CH:29][C:30](B3OC(C)(C)C(C)(C)O3)=[CH:31][CH:32]=2)[CH2:27][CH2:26]1.C(N(C(C)C)CC)(C)C. The catalyst is COCCOC.O. The product is [C:1]([C:5]1[CH:23]=[C:8]2[N:9]=[C:10]([CH3:22])[C:11]([CH:14]([CH2:19][CH2:20][CH3:21])[C:15]([O:17][CH3:18])=[O:16])=[C:12]([C:30]3[CH:29]=[C:28]4[C:33](=[CH:32][CH:31]=3)[N:25]([CH3:24])[CH2:26][CH2:27]4)[N:7]2[N:6]=1)([CH3:4])([CH3:3])[CH3:2]. The yield is 0.730. (7) The reactants are [C:1]([C:3]1[CH:4]=[C:5]([OH:9])[CH:6]=[CH:7][CH:8]=1)#[N:2].CS(O[CH:15]1[CH2:18][N:17]([C:19]([O:21][C:22]([CH3:25])([CH3:24])[CH3:23])=[O:20])[CH2:16]1)(=O)=O.C([O-])([O-])=O.[Cs+].[Cs+]. The catalyst is CN(C=O)C.[Cl-].[Na+].O. The product is [C:1]([C:3]1[CH:4]=[C:5]([CH:6]=[CH:7][CH:8]=1)[O:9][CH:15]1[CH2:16][N:17]([C:19]([O:21][C:22]([CH3:25])([CH3:24])[CH3:23])=[O:20])[CH2:18]1)#[N:2]. The yield is 0.480. (8) The reactants are [F:1][C:2]1[CH:3]=[C:4]([NH:26][C:27]([NH:29][C:30](=[O:38])[CH2:31][C:32]2[CH:37]=[CH:36][CH:35]=[CH:34][CH:33]=2)=[S:28])[CH:5]=[CH:6][C:7]=1[O:8][C:9]1[CH:14]=[CH:13][N:12]=[C:11]2[CH:15]=[C:16]([C:18]([N:20]3[CH2:25][CH2:24][CH2:23][CH2:22][CH2:21]3)=[O:19])[S:17][C:10]=12.[Cl:39]CCl.Cl.CCOCC. The catalyst is C1COCC1. The product is [ClH:39].[F:1][C:2]1[CH:3]=[C:4]([NH:26][C:27]([NH:29][C:30](=[O:38])[CH2:31][C:32]2[CH:33]=[CH:34][CH:35]=[CH:36][CH:37]=2)=[S:28])[CH:5]=[CH:6][C:7]=1[O:8][C:9]1[CH:14]=[CH:13][N:12]=[C:11]2[CH:15]=[C:16]([C:18]([N:20]3[CH2:25][CH2:24][CH2:23][CH2:22][CH2:21]3)=[O:19])[S:17][C:10]=12. The yield is 0.650. (9) The reactants are Br[CH2:2][CH2:3][CH2:4][CH2:5][CH2:6][C:7]([NH:9][C:10]1[C:11]([S:16][CH3:17])=[N:12][CH:13]=[CH:14][CH:15]=1)=[O:8].[SH:18][C:19]1[O:20][C:21]2[CH:27]=[CH:26][CH:25]=[CH:24][C:22]=2[N:23]=1.C1OCCOCCOCCOCCOCCOC1.C(=O)([O-])[O-].[K+].[K+]. The catalyst is O.CN(C=O)C. The product is [O:20]1[C:21]2[CH:27]=[CH:26][CH:25]=[CH:24][C:22]=2[N:23]=[C:19]1[S:18][CH2:2][CH2:3][CH2:4][CH2:5][CH2:6][C:7]([NH:9][C:10]1[C:11]([S:16][CH3:17])=[N:12][CH:13]=[CH:14][CH:15]=1)=[O:8]. The yield is 0.810. (10) The reactants are C[O:2][C:3]([C:5]1[CH:6]=[CH:7][C:8]2[CH:12]=[C:11]([C:13]([O:15][CH2:16][CH3:17])=[O:14])[S:10][C:9]=2[CH:18]=1)=[O:4].[I-].[Li+]. The catalyst is N1C=CC=CC=1. The product is [CH3:17][CH2:16][O:15][C:13]([C:11]1[S:10][C:9]2[CH:18]=[C:5]([C:3]([OH:4])=[O:2])[CH:6]=[CH:7][C:8]=2[CH:12]=1)=[O:14]. The yield is 0.490.